Dataset: Catalyst prediction with 721,799 reactions and 888 catalyst types from USPTO. Task: Predict which catalyst facilitates the given reaction. (1) The catalyst class is: 5. Reactant: C[O:2][C:3]([CH:5]1[CH2:8][N:7]([C:9](=[O:31])[CH:10]([NH:18][C:19]([C:21]2[NH:22][C:23]3[C:28]([CH:29]=2)=[CH:27][C:26]([Cl:30])=[CH:25][CH:24]=3)=[O:20])[CH2:11][C:12]2[CH:17]=[CH:16][CH:15]=[CH:14][CH:13]=2)[CH2:6]1)=[O:4].[OH-].[Na+:33]. Product: [Na+:33].[Cl:30][C:26]1[CH:27]=[C:28]2[C:23](=[CH:24][CH:25]=1)[NH:22][C:21]([C:19]([NH:18][C@@H:10]([CH2:11][C:12]1[CH:17]=[CH:16][CH:15]=[CH:14][CH:13]=1)[C:9]([N:7]1[CH2:8][CH:5]([C:3]([O-:4])=[O:2])[CH2:6]1)=[O:31])=[O:20])=[CH:29]2. (2) Reactant: [NH2:1][C:2]1[N:7]=[CH:6][N:5]=[C:4]2[N:8]([C@@H:25]3[CH2:30][CH2:29][CH2:28][N:27]([C:31](=[O:35])[CH2:32][C:33]#[N:34])[CH2:26]3)[N:9]=[C:10]([C:11]3[CH:16]=[CH:15][C:14]([O:17][C:18]4[CH:23]=[CH:22][CH:21]=[CH:20][CH:19]=4)=[CH:13][C:12]=3[F:24])[C:3]=12.[CH3:36][C:37]([N:41]1[CH2:44][C:43]2([CH2:47][O:46][CH2:45]2)[CH2:42]1)([CH3:40])[CH:38]=O.N1CCCC1.Cl[Si](C)(C)C. Product: [NH2:1][C:2]1[N:7]=[CH:6][N:5]=[C:4]2[N:8]([C@@H:25]3[CH2:30][CH2:29][CH2:28][N:27]([C:31]([C:32](=[CH:38][C:37]([CH3:40])([N:41]4[CH2:42][C:43]5([CH2:47][O:46][CH2:45]5)[CH2:44]4)[CH3:36])[C:33]#[N:34])=[O:35])[CH2:26]3)[N:9]=[C:10]([C:11]3[CH:16]=[CH:15][C:14]([O:17][C:18]4[CH:19]=[CH:20][CH:21]=[CH:22][CH:23]=4)=[CH:13][C:12]=3[F:24])[C:3]=12. The catalyst class is: 326. (3) Reactant: [NH:1]1[C:9]2[C:4](=[CH:5][CH:6]=[CH:7][CH:8]=2)[C:3](/[CH:10]=[C:11]2\[O:12][C:13]3[C:20]([CH2:21][CH2:22][CH:23]4[CH2:28][CH2:27][N:26](C(OC(C)(C)C)=O)[CH2:25][CH2:24]4)=[C:19]([O:36][CH3:37])[C:18]([F:38])=[CH:17][C:14]=3[C:15]\2=[O:16])=[N:2]1.Cl. Product: [NH:1]1[C:9]2[C:4](=[CH:5][CH:6]=[CH:7][CH:8]=2)[C:3](/[CH:10]=[C:11]2\[O:12][C:13]3[C:20]([CH2:21][CH2:22][CH:23]4[CH2:28][CH2:27][NH:26][CH2:25][CH2:24]4)=[C:19]([O:36][CH3:37])[C:18]([F:38])=[CH:17][C:14]=3[C:15]\2=[O:16])=[N:2]1. The catalyst class is: 135. (4) Reactant: [CH3:1][C:2]1[C:3]([C:11]([O:13][CH2:14][CH3:15])=[O:12])=[N:4][CH:5]=[C:6]([N+:8]([O-])=O)[CH:7]=1. Product: [NH2:8][C:6]1[CH:7]=[C:2]([CH3:1])[C:3]([C:11]([O:13][CH2:14][CH3:15])=[O:12])=[N:4][CH:5]=1. The catalyst class is: 29. (5) Reactant: [NH2:1][C:2]1[C:11]([C:12]([NH:14][C:15]2[CH:16]=[N:17][CH:18]=[C:19]([F:40])[C:20]=2[N:21]2[CH2:26][CH2:25][N:24]([C:27]([CH:29]3[CH2:32][N:31](C(OC(C)(C)C)=O)[CH2:30]3)=[O:28])[CH2:23][CH2:22]2)=[O:13])=[C:5]2[N:6]=[CH:7][C:8]([F:10])=[CH:9][N:4]2[N:3]=1.C(O)(C(F)(F)F)=O. Product: [NH2:1][C:2]1[C:11]([C:12]([NH:14][C:15]2[CH:16]=[N:17][CH:18]=[C:19]([F:40])[C:20]=2[N:21]2[CH2:22][CH2:23][N:24]([C:27]([CH:29]3[CH2:30][NH:31][CH2:32]3)=[O:28])[CH2:25][CH2:26]2)=[O:13])=[C:5]2[N:6]=[CH:7][C:8]([F:10])=[CH:9][N:4]2[N:3]=1. The catalyst class is: 2.